This data is from Forward reaction prediction with 1.9M reactions from USPTO patents (1976-2016). The task is: Predict the product of the given reaction. (1) Given the reactants [N:1]1([CH2:6][C:7]2[CH:23]=[CH:22][C:10]([CH2:11][N:12]3[CH:21]=[C:15]4[C:16](Cl)=[N:17][CH:18]=[CH:19][C:14]4=[N:13]3)=[CH:9][CH:8]=2)[CH:5]=[CH:4][CH:3]=[N:2]1.[Cl:24][C:25]1[CH:34]=[CH:33][C:28]([O:29][CH2:30][CH2:31][NH2:32])=[CH:27][CH:26]=1, predict the reaction product. The product is: [N:1]1([CH2:6][C:7]2[CH:23]=[CH:22][C:10]([CH2:11][N:12]3[CH:21]=[C:15]4[C:16]([NH:32][CH2:31][CH2:30][O:29][C:28]5[CH:33]=[CH:34][C:25]([Cl:24])=[CH:26][CH:27]=5)=[N:17][CH:18]=[CH:19][C:14]4=[N:13]3)=[CH:9][CH:8]=2)[CH:5]=[CH:4][CH:3]=[N:2]1. (2) Given the reactants I[C:2]1[CH:31]=[CH:30][C:5]([C:6]([N:8]2[C:17]3[C:12](=[CH:13][CH:14]=[CH:15][CH:16]=3)[C@H:11]([NH:18][C:19](=[O:28])[O:20][CH2:21][C:22]3[CH:27]=[CH:26][CH:25]=[CH:24][CH:23]=3)[CH2:10][C@@H:9]2[CH3:29])=[O:7])=[CH:4][CH:3]=1.[CH2:32]([O:34][C:35](=[O:40])[CH2:36][CH2:37][CH:38]=[CH2:39])[CH3:33].C([O-])(=O)C.[K+].C1(P(C2C=CC=CC=2)C2C=CC=CC=2)C=CC=CC=1, predict the reaction product. The product is: [CH2:21]([O:20][C:19]([NH:18][C@H:11]1[C:12]2[C:17](=[CH:16][CH:15]=[CH:14][CH:13]=2)[N:8]([C:6]([C:5]2[CH:30]=[CH:31][C:2](/[CH:39]=[CH:38]/[CH2:37][CH2:36][C:35]([O:34][CH2:32][CH3:33])=[O:40])=[CH:3][CH:4]=2)=[O:7])[C@@H:9]([CH3:29])[CH2:10]1)=[O:28])[C:22]1[CH:27]=[CH:26][CH:25]=[CH:24][CH:23]=1. (3) Given the reactants [N+:1]([C:4]1[CH:9]=[CH:8][C:7]([CH2:10][CH2:11][CH2:12][C:13]([O:15][CH3:16])=[O:14])=[CH:6][CH:5]=1)([O-])=O.[N+](C1C=CC=CC=1CCCC(OC)=O)([O-])=O, predict the reaction product. The product is: [NH2:1][C:4]1[CH:5]=[CH:6][C:7]([CH2:10][CH2:11][CH2:12][C:13]([O:15][CH3:16])=[O:14])=[CH:8][CH:9]=1. (4) Given the reactants [C:1]([O:5][C:6]([NH:8][C@H:9]([C:34]([NH:36][CH2:37][CH2:38][CH2:39][CH2:40][O:41][C:42]1[CH:51]=[CH:50][CH:49]=[C:48]([OH:52])[C:43]=1[C:44]([O:46][CH3:47])=[O:45])=[O:35])[CH2:10][C:11]1[CH:16]=[CH:15][C:14]([N:17]([CH2:25][CH:26]([C:29]([O:31]CC)=[O:30])[CH2:27][CH3:28])[C:18](=[O:24])[C:19]([O:21]CC)=[O:20])=[CH:13][CH:12]=1)=[O:7])([CH3:4])([CH3:3])[CH3:2].[OH-].[Na+], predict the reaction product. The product is: [C:1]([O:5][C:6]([NH:8][C@H:9]([C:34]([NH:36][CH2:37][CH2:38][CH2:39][CH2:40][O:41][C:42]1[CH:51]=[CH:50][CH:49]=[C:48]([OH:52])[C:43]=1[C:44]([O:46][CH3:47])=[O:45])=[O:35])[CH2:10][C:11]1[CH:16]=[CH:15][C:14]([N:17]([CH2:25][CH:26]([C:29]([OH:31])=[O:30])[CH2:27][CH3:28])[C:18]([C:19]([OH:21])=[O:20])=[O:24])=[CH:13][CH:12]=1)=[O:7])([CH3:2])([CH3:3])[CH3:4]. (5) The product is: [Br:2][C:3]1[CH:4]=[CH:5][C:6]([C:9]([N:11]2[CH2:12][CH:13]3[CH2:14][N:15]([C:28](=[O:31])[CH2:29][CH3:30])[CH2:16][CH:17]3[CH2:18]2)=[O:10])=[CH:7][CH:8]=1. Given the reactants Cl.[Br:2][C:3]1[CH:8]=[CH:7][C:6]([C:9]([N:11]2[CH2:18][CH:17]3[CH:13]([CH2:14][NH:15][CH2:16]3)[CH2:12]2)=[O:10])=[CH:5][CH:4]=1.C(N(C(C)C)C(C)C)C.[C:28](Cl)(=[O:31])[CH2:29][CH3:30], predict the reaction product. (6) Given the reactants [CH:1]1([O:6][C:7]2[N:12]=[C:11]([CH2:13][C:14]3[CH:19]=[CH:18][C:17]([CH2:20][C:21](OC)=[O:22])=[CH:16][CH:15]=3)[CH:10]=[C:9]([C:25]([F:28])([F:27])[F:26])[N:8]=2)[CH2:5][CH2:4][CH2:3][CH2:2]1.CC(C[AlH]CC(C)C)C.C1COCC1, predict the reaction product. The product is: [CH:1]1([O:6][C:7]2[N:12]=[C:11]([CH2:13][C:14]3[CH:19]=[CH:18][C:17]([CH2:20][CH2:21][OH:22])=[CH:16][CH:15]=3)[CH:10]=[C:9]([C:25]([F:27])([F:28])[F:26])[N:8]=2)[CH2:2][CH2:3][CH2:4][CH2:5]1. (7) Given the reactants Cl[CH2:2][CH2:3][O:4][C:5]1[CH:10]=[CH:9][C:8]([CH:11]2[C:20]([C:21]3[C:22]([O:29][CH3:30])=[N:23][C:24]([O:27][CH3:28])=[N:25][CH:26]=3)=[C:19]([CH3:31])[C:18]3[C:13](=[CH:14][C:15]([O:32]COCC[Si](C)(C)C)=[CH:16][CH:17]=3)[O:12]2)=[CH:7][CH:6]=1.[NH:41]1[CH2:46][CH2:45][O:44][CH2:43][CH2:42]1, predict the reaction product. The product is: [CH3:28][O:27][C:24]1[N:23]=[C:22]([O:29][CH3:30])[C:21]([C:20]2[CH:11]([C:8]3[CH:7]=[CH:6][C:5]([O:4][CH2:3][CH2:2][N:41]4[CH2:46][CH2:45][O:44][CH2:43][CH2:42]4)=[CH:10][CH:9]=3)[O:12][C:13]3[C:18]([C:19]=2[CH3:31])=[CH:17][CH:16]=[C:15]([OH:32])[CH:14]=3)=[CH:26][N:25]=1.